This data is from Retrosynthesis with 50K atom-mapped reactions and 10 reaction types from USPTO. The task is: Predict the reactants needed to synthesize the given product. (1) Given the product CCOC(=O)C(C)Oc1ccc(Br)cc1C(=O)OC, predict the reactants needed to synthesize it. The reactants are: CCOC(=O)C(C)Br.COC(=O)c1cc(Br)ccc1O. (2) Given the product CN(CCN1CCNC1=C(C#N)C#N)Cc1ccc(CN2CCCCC2)o1, predict the reactants needed to synthesize it. The reactants are: C=O.N#CC(C#N)=C1NCCN1CCNCc1ccc(CN2CCCCC2)o1. (3) The reactants are: CCCCc1c(-c2ccc(C(=O)NS(=O)(=O)c3ccc4ccccc4c3)cc2C(=O)N2CCc3ccccc3C2)c(C(=O)OCC)nn1-c1ccccc1. Given the product CCCCc1c(-c2ccc(C(=O)NS(=O)(=O)c3ccc4ccccc4c3)cc2C(=O)N2CCc3ccccc3C2)c(CO)nn1-c1ccccc1, predict the reactants needed to synthesize it.